The task is: Regression. Given two drug SMILES strings and cell line genomic features, predict the synergy score measuring deviation from expected non-interaction effect.. This data is from NCI-60 drug combinations with 297,098 pairs across 59 cell lines. Drug 1: CC(C1=C(C=CC(=C1Cl)F)Cl)OC2=C(N=CC(=C2)C3=CN(N=C3)C4CCNCC4)N. Drug 2: C1CC(C1)(C(=O)O)C(=O)O.[NH2-].[NH2-].[Pt+2]. Cell line: MCF7. Synergy scores: CSS=28.3, Synergy_ZIP=4.69, Synergy_Bliss=7.98, Synergy_Loewe=8.59, Synergy_HSA=9.28.